This data is from Forward reaction prediction with 1.9M reactions from USPTO patents (1976-2016). The task is: Predict the product of the given reaction. Given the reactants [ClH:1].[CH3:2][C:3]1[CH:8]=[CH:7][C:6]([S:9]([N:12]2[CH2:16][CH2:15][CH2:14][CH2:13]2)(=[O:11])=[O:10])=[CH:5][C:4]=1[C:17]1[CH:22]=[CH:21][CH:20]=[C:19]([CH2:23][C@H:24]([NH:39][C:40]([C@H:42]2[CH2:47][CH2:46][C@H:45]([CH2:48][NH:49]C(=O)OC(C)(C)C)[CH2:44][CH2:43]2)=[O:41])[C:25](=[O:38])[NH:26][C:27]2[CH:32]=[CH:31][C:30]([C:33]3[NH:37][N:36]=[N:35][N:34]=3)=[CH:29][CH:28]=2)[CH:18]=1.C(#N)C, predict the reaction product. The product is: [ClH:1].[NH2:49][CH2:48][C@H:45]1[CH2:46][CH2:47][C@H:42]([C:40]([NH:39][C@@H:24]([CH2:23][C:19]2[CH:18]=[C:17]([C:4]3[CH:5]=[C:6]([S:9]([N:12]4[CH2:13][CH2:14][CH2:15][CH2:16]4)(=[O:11])=[O:10])[CH:7]=[CH:8][C:3]=3[CH3:2])[CH:22]=[CH:21][CH:20]=2)[C:25](=[O:38])[NH:26][C:27]2[CH:32]=[CH:31][C:30]([C:33]3[NH:34][N:35]=[N:36][N:37]=3)=[CH:29][CH:28]=2)=[O:41])[CH2:43][CH2:44]1.